Dataset: Forward reaction prediction with 1.9M reactions from USPTO patents (1976-2016). Task: Predict the product of the given reaction. (1) Given the reactants [CH3:1][O:2][C:3]1[CH:20]=[C:19]([O:21]C)[CH:18]=[C:17]2[C:4]=1[C@@:5]1([CH3:26])[C@H:14]([CH2:15][S:16]2)[C@:13]2([CH3:23])[C@H:8]([C:9]([CH3:25])([CH3:24])[CH2:10][CH2:11][CH2:12]2)[CH2:7][CH2:6]1.B(Br)(Br)Br, predict the reaction product. The product is: [CH3:1][O:2][C:3]1[CH:20]=[C:19]([OH:21])[CH:18]=[C:17]2[C:4]=1[C@@:5]1([CH3:26])[C@H:14]([CH2:15][S:16]2)[C@:13]2([CH3:23])[C@H:8]([C:9]([CH3:25])([CH3:24])[CH2:10][CH2:11][CH2:12]2)[CH2:7][CH2:6]1. (2) The product is: [Cl:11][C:12]1[CH:13]=[CH:14][C:15]2[O:29][C:28]3[CH:30]=[CH:31][CH:32]=[CH:33][C:27]=3[C@H:18]3[CH2:19][N:20]([CH3:22])[CH2:21][C@@H:17]3[C:16]=2[CH:34]=1. Given the reactants [Cl-].[Cl-].[Cl-].[Al+3].[H-].[H-].[H-].[H-].[Li+].[Al+3].[Cl:11][C:12]1[CH:13]=[CH:14][C:15]2[O:29][C:28]3[CH:30]=[CH:31][CH:32]=[CH:33][C:27]=3[C@H:18]3[CH2:19][N:20]([C:22](OCC)=O)[CH2:21][C@@H:17]3[C:16]=2[CH:34]=1.[OH-].[Na+], predict the reaction product.